Dataset: Forward reaction prediction with 1.9M reactions from USPTO patents (1976-2016). Task: Predict the product of the given reaction. (1) Given the reactants [Cl:1][C:2]1[N:3]=[C:4]([C:9]([NH:11][C@H:12]2[CH2:17][CH2:16][N:15]([C:18]3[O:19][C:20]([C:24]([O:26]CC)=[O:25])=[C:21]([CH3:23])[N:22]=3)[CH2:14][C@H:13]2[O:29][CH3:30])=[O:10])[NH:5][C:6]=1[CH2:7][CH3:8].[OH-].[Li+].CO, predict the reaction product. The product is: [Cl:1][C:2]1[N:3]=[C:4]([C:9]([NH:11][C@H:12]2[CH2:17][CH2:16][N:15]([C:18]3[O:19][C:20]([C:24]([OH:26])=[O:25])=[C:21]([CH3:23])[N:22]=3)[CH2:14][C@H:13]2[O:29][CH3:30])=[O:10])[NH:5][C:6]=1[CH2:7][CH3:8]. (2) Given the reactants [NH:1]1[C:9]2[C:4](=[CH:5][CH:6]=[CH:7][C:8]=2[CH2:10][NH:11][CH2:12][CH2:13][OH:14])[CH:3]=[CH:2]1.C(N(CC)CC)C.Cl[C:23]([O:25][CH2:26][C:27]1[CH:32]=[CH:31][CH:30]=[CH:29][CH:28]=1)=[O:24], predict the reaction product. The product is: [CH2:26]([O:25][C:23](=[O:24])[N:11]([CH2:12][CH2:13][OH:14])[CH2:10][C:8]1[CH:7]=[CH:6][CH:5]=[C:4]2[C:9]=1[NH:1][CH:2]=[CH:3]2)[C:27]1[CH:32]=[CH:31][CH:30]=[CH:29][CH:28]=1. (3) Given the reactants [OH:1][C:2]1[CH:3]=[C:4]2[C:9](=[CH:10][CH:11]=1)[C:8]([C:12]([OH:14])=[O:13])=[CH:7][CH:6]=[CH:5]2.Cl[C:16]1[C:25]2[C:20](=[CH:21][C:22]([Cl:26])=[CH:23][CH:24]=2)[N:19]=[CH:18][CH:17]=1, predict the reaction product. The product is: [Cl:26][C:22]1[CH:21]=[C:20]2[C:25]([C:16]([O:1][C:2]3[CH:3]=[C:4]4[C:9](=[CH:10][CH:11]=3)[C:8]([C:12]([OH:14])=[O:13])=[CH:7][CH:6]=[CH:5]4)=[CH:17][CH:18]=[N:19]2)=[CH:24][CH:23]=1. (4) Given the reactants [C:1]([NH:6][NH:7][C:8]([C:10]1[CH:11]=[CH:12][C:13]([C:16]([O:18][CH2:19][CH3:20])=[O:17])=[N:14][CH:15]=1)=[O:9])(=[O:5])[CH:2]([CH3:4])[CH3:3], predict the reaction product. The product is: [C:1]([NH:6][NH:7][C:8]([C@H:10]1[CH2:15][NH:14][C@@H:13]([C:16]([O:18][CH2:19][CH3:20])=[O:17])[CH2:12][CH2:11]1)=[O:9])(=[O:5])[CH:2]([CH3:4])[CH3:3]. (5) Given the reactants [CH3:1][C:2]1[CH:3]=[N:4][C:5]([C:8]2([CH2:11][NH2:12])[CH2:10][CH2:9]2)=[N:6][CH:7]=1.C(N(CC)CC)C.[F:20][C:21]([F:32])([F:31])[C:22]1[CH:30]=[CH:29][CH:28]=[CH:27][C:23]=1[C:24](Cl)=[O:25], predict the reaction product. The product is: [CH3:1][C:2]1[CH:7]=[N:6][C:5]([C:8]2([CH2:11][NH:12][C:24](=[O:25])[C:23]3[CH:27]=[CH:28][CH:29]=[CH:30][C:22]=3[C:21]([F:20])([F:31])[F:32])[CH2:10][CH2:9]2)=[N:4][CH:3]=1. (6) Given the reactants [Li+].CC([N-]C(C)C)C.[Br:9][C:10]1[CH:15]=[CH:14][C:13]([F:16])=[CH:12][C:11]=1[Br:17].[I:18]I, predict the reaction product. The product is: [Br:9][C:10]1[CH:15]=[CH:14][C:13]([F:16])=[C:12]([I:18])[C:11]=1[Br:17]. (7) Given the reactants [O:1]([C:8]1[CH:19]=[C:18]2[C:11]([NH:12][CH:13]=[C:14]2[CH2:15][CH2:16][NH2:17])=[CH:10][CH:9]=1)[C:2]1[CH:7]=[CH:6][CH:5]=[CH:4][CH:3]=1.[O:20]([C:27]1[CH:28]=[C:29]([CH:32]=[CH:33][CH:34]=1)[CH:30]=O)[C:21]1[CH:26]=[CH:25][CH:24]=[CH:23][CH:22]=1.[BH4-].[Na+], predict the reaction product. The product is: [O:1]([C:8]1[CH:19]=[C:18]2[C:11](=[CH:10][CH:9]=1)[NH:12][CH:13]=[C:14]2[CH2:15][CH2:16][NH:17][CH2:30][C:29]1[CH:32]=[CH:33][CH:34]=[C:27]([O:20][C:21]2[CH:26]=[CH:25][CH:24]=[CH:23][CH:22]=2)[CH:28]=1)[C:2]1[CH:7]=[CH:6][CH:5]=[CH:4][CH:3]=1. (8) Given the reactants [H-].COCCO[Al+]OCCOC.[Na+].[H-].[NH2:15][C@:16]12[CH2:24][N:23]([C@@H:25]([C:27]3[CH:32]=[CH:31][CH:30]=[CH:29][CH:28]=3)[CH3:26])[C:22](=O)[C@@H:21]1[CH2:20][CH:19]=[CH:18][CH2:17]2.[OH-].[Na+], predict the reaction product. The product is: [NH2:15][C@:16]12[CH2:24][N:23]([C@@H:25]([C:27]3[CH:28]=[CH:29][CH:30]=[CH:31][CH:32]=3)[CH3:26])[CH2:22][C@@H:21]1[CH2:20][CH:19]=[CH:18][CH2:17]2. (9) Given the reactants [Cl:1][C:2]1[C:10]2[N:6]([C:7]([CH:14]3[CH2:18][CH2:17][O:16][CH2:15]3)=[CH:8][C:9]=2[C:11]([OH:13])=O)[CH:5]=[CH:4][CH:3]=1.[NH2:19][CH2:20][C:21]1([OH:29])[CH2:26][CH2:25][CH2:24][C:23]([F:28])([F:27])[CH2:22]1.Cl.CN(C)CCCN=C=NCC.N1(O)C2C=CC=CC=2N=N1.C(N(C(C)C)C(C)C)C, predict the reaction product. The product is: [F:27][C:23]1([F:28])[CH2:24][CH2:25][CH2:26][C:21]([CH2:20][NH:19][C:11]([C:9]2[CH:8]=[C:7]([CH:14]3[CH2:18][CH2:17][O:16][CH2:15]3)[N:6]3[C:10]=2[C:2]([Cl:1])=[CH:3][CH:4]=[CH:5]3)=[O:13])([OH:29])[CH2:22]1.